Dataset: Full USPTO retrosynthesis dataset with 1.9M reactions from patents (1976-2016). Task: Predict the reactants needed to synthesize the given product. (1) Given the product [F:16][C:17]1[C:24]([I:26])=[C:23]([CH3:25])[CH:22]=[CH:21][C:18]=1[C:19]#[N:20], predict the reactants needed to synthesize it. The reactants are: C([Li])CCC.CC1(C)CCCC(C)(C)N1.[F:16][C:17]1[CH:24]=[C:23]([CH3:25])[CH:22]=[CH:21][C:18]=1[C:19]#[N:20].[I-:26].S([O-])(O)(=O)=O.[Na+]. (2) Given the product [CH:1]1([C:7]2[C:15]3[C:10](=[CH:11][C:12]([C:16]([O:18][C:25]([CH3:28])([CH3:27])[CH3:26])=[O:17])=[CH:13][CH:14]=3)[NH:9][CH:8]=2)[CH2:6][CH2:5][CH2:4][CH2:3][CH2:2]1, predict the reactants needed to synthesize it. The reactants are: [C:1]1([C:7]2[C:15]3[C:10](=[CH:11][C:12]([C:16]([OH:18])=[O:17])=[CH:13][CH:14]=3)[NH:9][CH:8]=2)[CH2:6][CH2:5][CH2:4][CH2:3][CH:2]=1.C(NC(=NC(C)C)O[C:25]([CH3:28])([CH3:27])[CH3:26])(C)C.NC(=N)O. (3) Given the product [C:25]([O:24][C:22]([N:29]1[CH2:35][CH2:34][CH2:33][C@H:30]1[CH2:31][NH:10][C:9]1[CH:11]=[CH:12][C:6]([Cl:5])=[CH:7][C:8]=1[O:13][C:14]1[CH:19]=[CH:18][C:17]([O:20][CH3:21])=[CH:16][CH:15]=1)=[O:23])([CH3:28])([CH3:26])[CH3:27], predict the reactants needed to synthesize it. The reactants are: [BH3-]C#N.[Na+].[Cl:5][C:6]1[CH:12]=[CH:11][C:9]([NH2:10])=[C:8]([O:13][C:14]2[CH:19]=[CH:18][C:17]([O:20][CH3:21])=[CH:16][CH:15]=2)[CH:7]=1.[C:22]([N:29]1[CH2:35][CH2:34][CH2:33][C@H:30]1[CH:31]=O)([O:24][C:25]([CH3:28])([CH3:27])[CH3:26])=[O:23]. (4) Given the product [CH3:9][O:8][C:6](=[O:7])[C:5]1[CH:10]=[CH:11][C:2](/[CH:30]=[CH:29]/[C:28]([CH3:33])([CH3:35])[CH3:27])=[CH:3][C:4]=1[CH3:12], predict the reactants needed to synthesize it. The reactants are: Br[C:2]1[CH:11]=[CH:10][C:5]([C:6]([O:8][CH3:9])=[O:7])=[C:4]([CH3:12])[CH:3]=1.[C:28]1([CH3:33])[CH:27]=CC=[CH:30][C:29]=1P([C:27]1C=C[CH:30]=[CH:29][C:28]=1[CH3:33])[C:29]1[CH:30]=CC=[CH:27][C:28]=1[CH3:33].[C:35](=O)([O-])[O-].[Cs+].[Cs+].C=CCC. (5) Given the product [CH:1]([O:4][C:5]([N:18]1[CH2:19][CH2:20][CH:15]([CH2:14][CH2:13][CH2:12][OH:11])[CH2:16][CH2:17]1)=[O:6])([CH3:3])[CH3:2], predict the reactants needed to synthesize it. The reactants are: [CH:1]([O:4][C:5](Cl)=[O:6])([CH3:3])[CH3:2].C([O:11][CH2:12][CH2:13][CH2:14][CH:15]1[CH2:20][CH2:19][NH:18][CH2:17][CH2:16]1)(=O)C.CCN(CC)CC.